This data is from Forward reaction prediction with 1.9M reactions from USPTO patents (1976-2016). The task is: Predict the product of the given reaction. (1) The product is: [Cl:1][C:2]1[CH:7]=[CH:6][CH:5]=[CH:4][C:3]=1[N:8]1[C:12]([C:13]([NH2:25])=[O:14])=[CH:11][C:10]([C:16]2[CH:21]=[CH:20][N:19]=[C:18]([Cl:22])[CH:17]=2)=[N:9]1. Given the reactants [Cl:1][C:2]1[CH:7]=[CH:6][CH:5]=[CH:4][C:3]=1[N:8]1[C:12]([C:13](O)=[O:14])=[CH:11][C:10]([C:16]2[CH:21]=[CH:20][N:19]=[C:18]([Cl:22])[CH:17]=2)=[N:9]1.N.C[N:25](C(ON1N=NC2C=CC=CC1=2)=[N+](C)C)C.[B-](F)(F)(F)F.CCN(C(C)C)C(C)C, predict the reaction product. (2) Given the reactants [CH2:1]([O:3][C:4](=[O:14])[CH2:5][C:6]1([C:11]([OH:13])=O)[CH2:10][CH2:9][CH2:8][CH2:7]1)[CH3:2].Cl.[NH2:16][C@@H:17]([CH2:28][C:29]1[CH:34]=[CH:33][C:32]([C:35]2[CH:40]=[CH:39][CH:38]=[CH:37][CH:36]=2)=[CH:31][CH:30]=1)[C:18]([O:20][CH2:21][C:22]1[CH:27]=[CH:26][CH:25]=[CH:24][CH:23]=1)=[O:19].CCN=C=NCCCN(C)C.Cl.ON1C2N=CC=CC=2N=N1.CCN(C(C)C)C(C)C, predict the reaction product. The product is: [C:32]1([C:35]2[CH:36]=[CH:37][CH:38]=[CH:39][CH:40]=2)[CH:33]=[CH:34][C:29]([CH2:28][C@H:17]([NH:16][C:11]([C:6]2([CH2:5][C:4]([O:3][CH2:1][CH3:2])=[O:14])[CH2:7][CH2:8][CH2:9][CH2:10]2)=[O:13])[C:18]([O:20][CH2:21][C:22]2[CH:27]=[CH:26][CH:25]=[CH:24][CH:23]=2)=[O:19])=[CH:30][CH:31]=1. (3) Given the reactants [Cl:1][C:2]1[CH:3]=[C:4]([OH:11])[CH:5]=[C:6]([F:10])[C:7]=1[CH2:8][OH:9].[CH2:12](Br)[CH3:13], predict the reaction product. The product is: [Cl:1][C:2]1[CH:3]=[C:4]([O:11][CH2:12][CH3:13])[CH:5]=[C:6]([F:10])[C:7]=1[CH2:8][OH:9]. (4) Given the reactants [OH:1][CH2:2][C:3]([CH2:9][OH:10])([CH2:7][CH3:8])[C:4]([OH:6])=[O:5].C(=O)([O-])[O-].[K+].[K+].[CH2:17](Br)[CH2:18][CH2:19][CH2:20][CH2:21][CH2:22][CH2:23][CH2:24][CH2:25][CH2:26][CH2:27][CH2:28][CH2:29][CH2:30][CH2:31][CH2:32][CH2:33][CH3:34].O, predict the reaction product. The product is: [CH2:34]([O:5][C:4](=[O:6])[C:3]([CH2:9][OH:10])([CH2:2][OH:1])[CH2:7][CH3:8])[CH2:33][CH2:32][CH2:31][CH2:30][CH2:29][CH2:28][CH2:27][CH2:26][CH2:25][CH2:24][CH2:23][CH2:22][CH2:21][CH2:20][CH2:19][CH2:18][CH3:17]. (5) Given the reactants [CH2:1]([S:8][C:9]1[N:10]=[C:11]([NH:20][C@H:21]([CH2:24][CH2:25][CH3:26])[CH2:22][OH:23])[C:12]2[S:17][C:16]([O:18]C)=[N:15][C:13]=2[N:14]=1)[C:2]1[CH:7]=[CH:6][CH:5]=[CH:4][CH:3]=1.Cl, predict the reaction product. The product is: [CH2:1]([S:8][C:9]1[N:10]=[C:11]([NH:20][C@@H:21]([CH2:22][OH:23])[CH2:24][CH2:25][CH3:26])[C:12]2[S:17][C:16](=[O:18])[NH:15][C:13]=2[N:14]=1)[C:2]1[CH:3]=[CH:4][CH:5]=[CH:6][CH:7]=1. (6) Given the reactants [C:1](=[O:6])([O:4][CH3:5])OC.[H-].[Na+].[Br:9][C:10]1[S:14][C:13]([C:15](=O)[CH3:16])=[CH:12][CH:11]=1.C1C[O:21]CC1, predict the reaction product. The product is: [CH3:5][O:4][C:1](=[O:6])[CH:15]([C:13]1[S:14][C:10]([Br:9])=[CH:11][CH:12]=1)[CH:16]=[O:21]. (7) Given the reactants [C:1]1([C:7]2[CH2:12][CH2:11][CH2:10][CH2:9][CH:8]=2)[CH:6]=[CH:5][CH:4]=[CH:3][CH:2]=1.[S:13]1[CH:17]=[CH:16][CH:15]=[CH:14]1.ClCCl, predict the reaction product. The product is: [C:1]1([C:7]2([C:14]3[S:13][CH:17]=[CH:16][CH:15]=3)[CH2:12][CH2:11][CH2:10][CH2:9][CH2:8]2)[CH:6]=[CH:5][CH:4]=[CH:3][CH:2]=1.